From a dataset of Full USPTO retrosynthesis dataset with 1.9M reactions from patents (1976-2016). Predict the reactants needed to synthesize the given product. (1) Given the product [F:4][C:5]1[C:12]([F:13])=[CH:11][CH:10]=[CH:9][C:6]=1[CH2:7][NH:2][NH2:3], predict the reactants needed to synthesize it. The reactants are: O.[NH2:2][NH2:3].[F:4][C:5]1[C:12]([F:13])=[CH:11][CH:10]=[CH:9][C:6]=1[CH2:7]Br. (2) Given the product [N:11]1([CH:14]2[CH2:15][CH2:16][CH:17]([O:20][C:21]3[N:22]=[CH:23][N:24]=[C:25]4[C:32]=3[C:31]3[C@@H:30]([CH2:33][C:34]([NH2:35])=[O:36])[CH2:29][CH2:28][C:27]=3[S:26]4)[CH2:18][CH2:19]2)[CH2:10][CH2:9][NH:8][CH2:13][CH2:12]1, predict the reactants needed to synthesize it. The reactants are: C(OC([N:8]1[CH2:13][CH2:12][N:11]([CH:14]2[CH2:19][CH2:18][CH:17]([O:20][C:21]3[N:22]=[CH:23][N:24]=[C:25]4[C:32]=3[C:31]3[C@@H:30]([CH2:33][C:34]#[N:35])[CH2:29][CH2:28][C:27]=3[S:26]4)[CH2:16][CH2:15]2)[CH2:10][CH2:9]1)=O)(C)(C)C.[OH:36][Li].O.OO. (3) Given the product [CH:16]1[C:17]2[CH:18]([CH2:20][O:21][C:22]([N:24]3[CH2:28][CH2:27][CH2:26][C@H:25]3[C:29]([O:31][C@H:42]([CH2:46][C:47]3[CH:52]=[CH:51][CH:50]=[CH:49][CH:48]=3)[C:43]([OH:45])=[O:44])=[O:30])=[O:23])[C:19]3[C:11](=[CH:10][CH:9]=[CH:8][CH:7]=3)[C:12]=2[CH:13]=[CH:14][CH:15]=1, predict the reactants needed to synthesize it. The reactants are: C(Cl)(=O)C(Cl)=O.[CH:7]1[C:19]2[CH:18]([CH2:20][O:21][C:22]([N:24]3[CH2:28][CH2:27][CH2:26][C@H:25]3[C:29]([OH:31])=[O:30])=[O:23])[C:17]3[C:12](=[CH:13][CH:14]=[CH:15][CH:16]=3)[C:11]=2[CH:10]=[CH:9][CH:8]=1.C(N(C(C)C)C(C)C)C.O[C@H:42]([CH2:46][C:47]1[CH:52]=[CH:51][CH:50]=[CH:49][CH:48]=1)[C:43]([OH:45])=[O:44]. (4) Given the product [NH2:1][C:4]1[C:8]2=[N:9][CH:10]=[CH:11][CH:12]=[C:7]2[NH:6][CH:5]=1, predict the reactants needed to synthesize it. The reactants are: [N+:1]([C:4]1[C:8]2=[N:9][CH:10]=[CH:11][CH:12]=[C:7]2[NH:6][CH:5]=1)([O-])=O.